Dataset: Full USPTO retrosynthesis dataset with 1.9M reactions from patents (1976-2016). Task: Predict the reactants needed to synthesize the given product. (1) The reactants are: [NH2:1][CH2:2][C:3]([OH:5])=[O:4].[OH-].[Na+].[Br:8][C:9]1[CH:16]=[CH:15][C:12]([CH:13]=O)=[CH:11][CH:10]=1.[BH4-].[Na+]. Given the product [Br:8][C:9]1[CH:16]=[CH:15][C:12]([CH2:13][NH:1][CH2:2][C:3]([OH:5])=[O:4])=[CH:11][CH:10]=1, predict the reactants needed to synthesize it. (2) Given the product [CH3:32][N:33]([CH3:34])[C:2]1[C:11]2[C:6](=[CH:7][CH:8]=[CH:9][CH:10]=2)[N:5]=[C:4]([CH2:12][O:13][C:14]2[CH:19]=[CH:18][C:17]([C:20]3[C:24]([C:25]4[CH:30]=[CH:29][N:28]=[CH:27][CH:26]=4)=[CH:23][N:22]([CH3:31])[N:21]=3)=[CH:16][CH:15]=2)[CH:3]=1, predict the reactants needed to synthesize it. The reactants are: Cl[C:2]1[C:11]2[C:6](=[CH:7][CH:8]=[CH:9][CH:10]=2)[N:5]=[C:4]([CH2:12][O:13][C:14]2[CH:19]=[CH:18][C:17]([C:20]3[C:24]([C:25]4[CH:30]=[CH:29][N:28]=[CH:27][CH:26]=4)=[CH:23][N:22]([CH3:31])[N:21]=3)=[CH:16][CH:15]=2)[CH:3]=1.[CH3:32][NH:33][CH3:34].[F-].[Cs+].C(N(C(C)C)CC)(C)C. (3) Given the product [ClH:1].[C:23]([C:21]1[O:20][N:19]=[C:18]([NH:17][C:16]([C@@H:10]2[CH2:11][CH2:12][CH2:13][CH2:14][CH2:15][NH:9]2)=[O:27])[CH:22]=1)([CH3:26])([CH3:24])[CH3:25], predict the reactants needed to synthesize it. The reactants are: [ClH:1].C(OC([N:9]1[CH2:15][CH2:14][CH2:13][CH2:12][CH2:11][C@H:10]1[C:16](=[O:27])[NH:17][C:18]1[CH:22]=[C:21]([C:23]([CH3:26])([CH3:25])[CH3:24])[O:20][N:19]=1)=O)(C)(C)C. (4) The reactants are: C(=O)(OC1C=C(OC)C=CC=1CO)OC(C)(C)C.[C:19](=[O:36])([O:25][C:26]1[C:31]([O:32][CH3:33])=[CH:30][CH:29]=[CH:28][C:27]=1[CH:34]=[O:35])[O:20][C:21]([CH3:24])([CH3:23])[CH3:22]. Given the product [C:19](=[O:36])([O:25][C:26]1[C:31]([O:32][CH3:33])=[CH:30][CH:29]=[CH:28][C:27]=1[CH2:34][OH:35])[O:20][C:21]([CH3:24])([CH3:23])[CH3:22], predict the reactants needed to synthesize it. (5) The reactants are: [OH:1][C:2]1[CH:3]=[CH:4][C:5]([C:8]#N)=N[CH:7]=1.[CH3:10][Mg]Br.[Cl-].[NH4+:14].S(=O)(=O)(O)O.[OH-:20].[Na+]. Given the product [OH:20][C:8]1[CH:5]=[CH:4][C:3]([C:2](=[O:1])[CH3:7])=[N:14][CH:10]=1, predict the reactants needed to synthesize it. (6) The reactants are: Cl.[CH3:2][C:3]1[C:4]2[C:5]3[CH2:17][O:16][CH:15]([CH:18]4[CH2:23][CH2:22][NH:21][CH2:20][CH2:19]4)[CH2:14][C:6]=3[O:7][C:8](=[O:13])[C:9]=2[CH:10]=[CH:11][CH:12]=1.Br[CH2:25][CH2:26][O:27][CH3:28].C(=O)([O-])[O-].[K+].[K+]. Given the product [CH3:28][O:27][CH2:26][CH2:25][N:21]1[CH2:22][CH2:23][CH:18]([CH:15]2[O:16][CH2:17][C:5]3[C:4]4[C:3]([CH3:2])=[CH:12][CH:11]=[CH:10][C:9]=4[C:8](=[O:13])[O:7][C:6]=3[CH2:14]2)[CH2:19][CH2:20]1, predict the reactants needed to synthesize it. (7) Given the product [F:14][C:11]1[CH:12]=[CH:13][C:8]([CH2:4][C:5]([CH3:6])=[O:7])=[C:9]([N+:15]([O-:17])=[O:16])[CH:10]=1, predict the reactants needed to synthesize it. The reactants are: COC(=O)[C:4]([C:8]1[CH:13]=[CH:12][C:11]([F:14])=[CH:10][C:9]=1[N+:15]([O-:17])=[O:16])=[C:5]([OH:7])[CH3:6].S(=O)(=O)(O)O. (8) Given the product [C:17]1([C@:7]([OH:6])([C:11]2[CH:12]=[CH:13][CH:14]=[CH:15][CH:16]=2)[C:8]([OH:10])=[O:9])[CH2:22][CH2:21][CH2:20][CH2:19][CH:18]=1, predict the reactants needed to synthesize it. The reactants are: C([C@H]1[O:9][C:8](=[O:10])[C@@:7]([C:17]2(O)[CH2:22][CH2:21][CH2:20][CH2:19][CH2:18]2)([C:11]2[CH:16]=[CH:15][CH:14]=[CH:13][CH:12]=2)[O:6]1)(C)(C)C.S(Cl)(Cl)=O.N1C=CC=CC=1.[OH-].[K+]. (9) Given the product [F:35][C:2]([F:1])([F:36])[C:3]1[CH:4]=[N:5][N:6]([C:8]2[CH:13]=[CH:12][C:11]([NH:14][CH:15]([C:19]3[CH:20]=[CH:21][C:22]([C:23]([NH:25][CH2:26][CH2:27][C:28]([OH:30])=[O:29])=[O:24])=[CH:33][CH:34]=3)[CH2:16][CH2:17][CH3:18])=[CH:10][CH:9]=2)[CH:7]=1, predict the reactants needed to synthesize it. The reactants are: [F:1][C:2]([F:36])([F:35])[C:3]1[CH:4]=[N:5][N:6]([C:8]2[CH:13]=[CH:12][C:11]([NH:14][CH:15]([C:19]3[CH:34]=[CH:33][C:22]([C:23]([NH:25][CH2:26][CH2:27][C:28]([O:30]CC)=[O:29])=[O:24])=[CH:21][CH:20]=3)[CH2:16][CH2:17][CH3:18])=[CH:10][CH:9]=2)[CH:7]=1.O1CCCC1.[OH-].[Li+].